Dataset: Full USPTO retrosynthesis dataset with 1.9M reactions from patents (1976-2016). Task: Predict the reactants needed to synthesize the given product. (1) Given the product [Cl:1][C:2]1[CH:3]=[N+:4]([O-:27])[CH:5]=[C:6]([Cl:26])[C:7]=1[CH2:8][C@@H:9]([C:11]1[CH:16]=[CH:15][C:14]([O:17][CH:18]([F:20])[F:19])=[C:13]([O:21][CH2:22][CH:23]2[CH2:25][CH2:24]2)[CH:12]=1)[O:10][C:55](=[O:56])[CH2:54][N:34]1[C:35](=[O:53])[C:36]2[C:41](=[CH:40][CH:39]=[C:38]([N:42]([CH2:47][C:48]3[S:49][CH:50]=[CH:51][CH:52]=3)[S:43]([CH3:46])(=[O:45])=[O:44])[CH:37]=2)[C:33]1=[O:32], predict the reactants needed to synthesize it. The reactants are: [Cl:1][C:2]1[CH:3]=[N+:4]([O-:27])[CH:5]=[C:6]([Cl:26])[C:7]=1[CH2:8][C@@H:9]([C:11]1[CH:16]=[CH:15][C:14]([O:17][CH:18]([F:20])[F:19])=[C:13]([O:21][CH2:22][CH:23]2[CH2:25][CH2:24]2)[CH:12]=1)[OH:10].C(Cl)CCl.[O:32]=[C:33]1[C:41]2[C:36](=[CH:37][C:38]([N:42]([CH2:47][C:48]3[S:49][CH:50]=[CH:51][CH:52]=3)[S:43]([CH3:46])(=[O:45])=[O:44])=[CH:39][CH:40]=2)[C:35](=[O:53])[N:34]1[CH2:54][C:55](O)=[O:56]. (2) Given the product [CH3:20][S:19][C:2]1[CH:3]=[C:4]([N:8]2[N:12]=[N:11][C:10]([C:13]3[CH:18]=[CH:17][CH:16]=[CH:15][N:14]=3)=[N:9]2)[CH:5]=[CH:6][CH:7]=1, predict the reactants needed to synthesize it. The reactants are: Cl[C:2]1[CH:3]=[C:4]([N:8]2[N:12]=[N:11][C:10]([C:13]3[CH:18]=[CH:17][CH:16]=[CH:15][N:14]=3)=[N:9]2)[CH:5]=[CH:6][CH:7]=1.[SH:19][C:20]1C=C(NC2C=CC=CC=2)C=CC=1.N1C=CC=CC=1C=O. (3) Given the product [NH2:23][C:11]1[N:10]=[C:9]([NH:1][CH2:2][C:3]([O:5][CH2:6][CH3:7])=[O:4])[CH:14]=[C:13]([C:15]2[CH:20]=[CH:19][CH:18]=[C:17]([CH3:21])[C:16]=2[CH3:22])[N:12]=1, predict the reactants needed to synthesize it. The reactants are: [NH2:1][CH2:2][C:3]([O:5][CH2:6][CH3:7])=[O:4].Cl[C:9]1[CH:14]=[C:13]([C:15]2[CH:20]=[CH:19][CH:18]=[C:17]([CH3:21])[C:16]=2[CH3:22])[N:12]=[C:11]([NH2:23])[N:10]=1. (4) Given the product [C:20]([NH:23][C@H:24]([C:27]([N:62]([CH3:63])[C@@H:54]1[C:55]2[C:60](=[CH:59][CH:58]=[CH:57][CH:56]=2)[CH2:61][C@H:53]1[NH:52][C:50]([C:48]1[NH:47][C:46]2[S:64][C:43]([Cl:42])=[CH:44][C:45]=2[CH:49]=1)=[O:51])=[O:29])[CH2:25][OH:26])(=[O:22])[CH3:21], predict the reactants needed to synthesize it. The reactants are: CCN(C(C)C)C(C)C.C1C=CC2N(O)N=NC=2C=1.[C:20]([NH:23][C@H:24]([C:27]([OH:29])=O)[CH2:25][OH:26])(=[O:22])[CH3:21].CCN=C=NCCCN(C)C.Cl.[Cl:42][C:43]1[S:64][C:46]2[NH:47][C:48]([C:50]([NH:52][C@@H:53]3[CH2:61][C:60]4[C:55](=[CH:56][CH:57]=[CH:58][CH:59]=4)[C@H:54]3[NH:62][CH3:63])=[O:51])=[CH:49][C:45]=2[CH:44]=1. (5) Given the product [OH:23][C:17]1[CH:18]=[C:19]2[C:14](=[CH:15][CH:16]=1)[CH:13]=[C:12]([C:10]1[C:3]3[C:2](=[CH:9][CH:8]=[C:5]([C:6]#[N:7])[CH:4]=3)[NH:25][N:24]=1)[CH:21]=[CH:20]2, predict the reactants needed to synthesize it. The reactants are: F[C:2]1[CH:9]=[CH:8][C:5]([C:6]#[N:7])=[CH:4][C:3]=1[C:10]([C:12]1[CH:21]=[CH:20][C:19]2[C:14](=[CH:15][CH:16]=[C:17](O)[CH:18]=2)[CH:13]=1)=O.[OH2:23].[NH2:24][NH2:25]. (6) Given the product [CH3:1][N:2]1[CH:6]=[C:5]([N:7]2[CH:12]=[CH:11][C:10](=[O:13])[C:9]([CH2:14][CH2:15][C:16]3[CH:17]=[C:18]4[C:23](=[CH:24][CH:25]=3)[N:22]=[CH:21][CH:20]=[CH:19]4)=[N:8]2)[CH:4]=[N:3]1, predict the reactants needed to synthesize it. The reactants are: [CH3:1][N:2]1[CH:6]=[C:5]([N:7]2[CH:12]=[CH:11][C:10](=[O:13])[C:9](/[CH:14]=[CH:15]/[C:16]3[CH:17]=[C:18]4[C:23](=[CH:24][CH:25]=3)[N:22]=[CH:21][CH:20]=[CH:19]4)=[N:8]2)[CH:4]=[N:3]1. (7) Given the product [N:1]1[CH:6]=[CH:5][CH:4]=[C:3]([CH2:7][CH:8]([C:14]([OH:16])=[O:15])[C:9]([OH:11])=[O:10])[CH:2]=1, predict the reactants needed to synthesize it. The reactants are: [N:1]1[CH:6]=[CH:5][CH:4]=[C:3]([CH2:7][CH:8]([C:14]([O:16]CC)=[O:15])[C:9]([O:11]CC)=[O:10])[CH:2]=1.[OH-].[K+].Cl. (8) Given the product [CH2:27]([O:26][C:24](=[O:25])[C:23]1[CH:22]=[CH:21][C:20]([NH:19][N:12]=[C:13]2[C:14]([NH2:15])=[N:38][N:37]=[C:16]2[NH2:17])=[CH:30][CH:29]=1)[CH3:28], predict the reactants needed to synthesize it. The reactants are: C(OC(=O)C1C=CC(N[N:12]=[C:13]([C:16]#[N:17])[C:14]#[N:15])=CC=1)C.[NH2:19][C:20]1[CH:30]=[CH:29][C:23]([C:24]([O:26][CH2:27][CH3:28])=[O:25])=[CH:22][CH:21]=1.C(#N)CC#N.O.[NH2:37][NH2:38]. (9) Given the product [CH3:30][S:31]([O:14][C@@H:12]([C:6]1[O:7][C:8]2[C:3]([C:4](=[O:22])[C:5]=1[C:15]1[CH:20]=[CH:19][CH:18]=[C:17]([F:21])[CH:16]=1)=[C:2]([F:1])[CH:11]=[CH:10][CH:9]=2)[CH3:13])(=[O:33])=[O:32], predict the reactants needed to synthesize it. The reactants are: [F:1][C:2]1[CH:11]=[CH:10][CH:9]=[C:8]2[C:3]=1[C:4](=[O:22])[C:5]([C:15]1[CH:20]=[CH:19][CH:18]=[C:17]([F:21])[CH:16]=1)=[C:6]([CH:12]([OH:14])[CH3:13])[O:7]2.C(N(CC)CC)C.[CH3:30][S:31](Cl)(=[O:33])=[O:32].